Dataset: Full USPTO retrosynthesis dataset with 1.9M reactions from patents (1976-2016). Task: Predict the reactants needed to synthesize the given product. Given the product [N:8]1([CH2:7][CH2:6][CH2:5][CH2:4][CH2:3][CH2:2][N:17]2[CH2:22][CH2:21][CH:20]([C:23]3[CH:28]=[CH:27][C:26]([NH:29][C:30](=[O:33])[CH2:31][CH3:32])=[CH:25][CH:24]=3)[CH2:19][CH2:18]2)[C:16]2[C:11](=[CH:12][CH:13]=[CH:14][CH:15]=2)[CH:10]=[CH:9]1, predict the reactants needed to synthesize it. The reactants are: Cl[CH2:2][CH2:3][CH2:4][CH2:5][CH2:6][CH2:7][N:8]1[C:16]2[C:11](=[CH:12][CH:13]=[CH:14][CH:15]=2)[CH:10]=[CH:9]1.[NH:17]1[CH2:22][CH2:21][CH:20]([C:23]2[CH:28]=[CH:27][C:26]([NH:29][C:30](=[O:33])[CH2:31][CH3:32])=[CH:25][CH:24]=2)[CH2:19][CH2:18]1.